This data is from HIV replication inhibition screening data with 41,000+ compounds from the AIDS Antiviral Screen. The task is: Binary Classification. Given a drug SMILES string, predict its activity (active/inactive) in a high-throughput screening assay against a specified biological target. (1) The drug is CCOc1ccccc1NC(=O)C(=O)C(C(=NN)C(=O)OC)c1nc2ccc([N+](=O)[O-])cc2nc1O. The result is 0 (inactive). (2) The compound is COc1ccc(S(C)=NS(=O)(=O)c2ccc(C)cc2)cc1. The result is 0 (inactive). (3) The drug is O=C(Cc1ccccc1)NN1C(=O)C(=Cc2ccccc2O)SC1=Nc1ccccc1. The result is 0 (inactive).